This data is from Reaction yield outcomes from USPTO patents with 853,638 reactions. The task is: Predict the reaction yield, written as a fraction of the theoretical maximum amount of product (1.0 means a 100% yield; for example, 0.34 means a 34% yield). (1) The reactants are [NH2:1][C:2]1[CH:7]=[CH:6][C:5]([C:8]2[C:16]3[C:11](=[CH:12][C:13]([F:17])=[CH:14][CH:15]=3)[N:10]([S:18]([C:21]3[CH:26]=[CH:25][CH:24]=[CH:23][CH:22]=3)(=[O:20])=[O:19])[CH:9]=2)=[CH:4][C:3]=1[OH:27].CO[C:30](=N)[CH2:31][CH2:32][Cl:33]. The catalyst is C(Cl)Cl. The product is [Cl:33][CH2:32][CH2:31][C:30]1[O:27][C:3]2[CH:4]=[C:5]([C:8]3[C:16]4[C:11](=[CH:12][C:13]([F:17])=[CH:14][CH:15]=4)[N:10]([S:18]([C:21]4[CH:26]=[CH:25][CH:24]=[CH:23][CH:22]=4)(=[O:20])=[O:19])[CH:9]=3)[CH:6]=[CH:7][C:2]=2[N:1]=1. The yield is 0.150. (2) The reactants are [O:1]1[CH:5]=[CH:4][CH:3]=[C:2]1[C:6]1[N:11]=[C:10]([NH2:12])[NH:9][C:8]2=[N:13][CH:14]=[CH:15][C:7]=12.[CH2:16]([N:23]=[C:24]=[O:25])[C:17]1[CH:22]=[CH:21][CH:20]=[CH:19][CH:18]=1. The catalyst is C1COCC1. The product is [CH2:16]([NH:23][C:24]([NH:12][C:10]1[NH:9][C:8]2=[N:13][CH:14]=[CH:15][C:7]2=[C:6]([C:2]2[O:1][CH:5]=[CH:4][CH:3]=2)[N:11]=1)=[O:25])[C:17]1[CH:22]=[CH:21][CH:20]=[CH:19][CH:18]=1. The yield is 0.190. (3) The reactants are C(OC(=O)CCC)C.CC(C)=O.[CH3:13][C:14](=O)[CH2:15][C:16](=O)[CH2:17][CH2:18][CH3:19].[C:22]([CH2:24][C:25]([NH2:27])=[O:26])#[N:23].N1CCCCC1. The catalyst is CCOCC.CCO. The product is [CH3:13][C:14]1[CH:15]=[C:16]([CH2:17][CH2:18][CH3:19])[NH:27][C:25](=[O:26])[C:24]=1[C:22]#[N:23]. The yield is 0.400. (4) The reactants are [NH2:1][C:2]1[S:3][C:4]([CH2:11][CH3:12])=[CH:5][C:6]=1[C:7]([O:9]C)=O.Cl[C:14](Cl)([O:16]C(=O)OC(Cl)(Cl)Cl)Cl.C(N(CC)CC)C.[CH3:32][O:33][C:34]1[N:39]=[N:38][C:37]([NH2:40])=[CH:36][CH:35]=1. The catalyst is C(Cl)Cl. The product is [CH2:11]([C:4]1[S:3][C:2]2[NH:1][C:14](=[O:16])[N:40]([C:37]3[N:38]=[N:39][C:34]([O:33][CH3:32])=[CH:35][CH:36]=3)[C:7](=[O:9])[C:6]=2[CH:5]=1)[CH3:12]. The yield is 0.270. (5) The yield is 0.770. No catalyst specified. The product is [F:47][C:41]1[CH:42]=[CH:43][CH:44]=[C:45]([F:46])[C:40]=1[C:38]1[S:39][C:35]([NH:34][C:32](=[O:33])[O:31][C:27]([CH3:29])([CH3:28])[CH3:30])=[C:36]([C:48](=[O:49])[NH:24][C:8]2[CH:7]=[N:6][N:5]([CH2:4][CH:1]3[CH2:3][CH2:2]3)[C:9]=2[N:10]2[CH2:16][CH2:15][CH2:14][C@@H:13]([NH:17][C:18](=[O:23])[C:19]([F:22])([F:21])[F:20])[CH2:12][CH2:11]2)[N:37]=1. The reactants are [CH:1]1([CH2:4][N:5]2[C:9]([N:10]3[CH2:16][CH2:15][CH2:14][C@@H:13]([NH:17][C:18](=[O:23])[C:19]([F:22])([F:21])[F:20])[CH2:12][CH2:11]3)=[C:8]([N+:24]([O-])=O)[CH:7]=[N:6]2)[CH2:3][CH2:2]1.[C:27]([O:31][C:32]([NH:34][C:35]1[S:39][C:38]([C:40]2[C:45]([F:46])=[CH:44][CH:43]=[CH:42][C:41]=2[F:47])=[N:37][C:36]=1[C:48](O)=[O:49])=[O:33])([CH3:30])([CH3:29])[CH3:28]. (6) The reactants are [F:1][C:2]([F:7])([F:6])[C:3]([OH:5])=[O:4].[NH2:8][CH2:9][C:10]1[C:11]([C:15]2[N:19]([C:20]3[CH:25]=[CH:24][C:23]([F:26])=[C:22]([Cl:27])[CH:21]=3)C(=O)[O:17][N:16]=2)=[N:12][O:13][N:14]=1.[S:29](N)([NH2:32])(=[O:31])=[O:30].[OH-].[Na+]. The catalyst is N1C=CC=CC=1.O. The product is [F:1][C:2]([F:7])([F:6])[C:3]([OH:5])=[O:4].[NH2:32][S:29]([NH:8][CH2:9][C:10]1[C:11]([C:15](=[N:16][OH:17])[NH:19][C:20]2[CH:25]=[CH:24][C:23]([F:26])=[C:22]([Cl:27])[CH:21]=2)=[N:12][O:13][N:14]=1)(=[O:31])=[O:30]. The yield is 0.500. (7) The reactants are [C:1]1([Li])C=CC=CC=1.[I-].C[P+](C1C=CC=CC=1)(C1C=CC=CC=1)C1C=CC=CC=1.[CH2:29]([O:31][C:32](=[O:54])[C:33]([CH3:53])([CH3:52])[CH2:34][CH2:35][CH2:36][CH2:37][C:38](=O)[CH2:39][CH2:40][CH2:41][CH2:42][C:43]([CH3:50])([CH3:49])[C:44]([O:46][CH2:47][CH3:48])=[O:45])[CH3:30]. The catalyst is C1COCC1. The product is [CH2:29]([O:31][C:32](=[O:54])[C:33]([CH3:53])([CH3:52])[CH2:34][CH2:35][CH2:36][CH2:37][C:38](=[CH2:1])[CH2:39][CH2:40][CH2:41][CH2:42][C:43]([CH3:50])([CH3:49])[C:44]([O:46][CH2:47][CH3:48])=[O:45])[CH3:30]. The yield is 0.470. (8) The reactants are COC1C=CC([C:9]2[C:13]([CH3:15])([CH3:14])[O:12][C:11](=[O:16])[C:10]=2[C:17]2[CH:22]=[CH:21][C:20]([O:23][CH2:24]C3C=CC4C(=CC=CC=4)N=3)=[CH:19][CH:18]=2)=CC=1.[N:35]1[CH:40]=[CH:39][C:38](B(O)O)=[CH:37][CH:36]=1. No catalyst specified. The product is [CH3:14][C:13]1([CH3:15])[O:12][C:11](=[O:16])[C:10]([C:17]2[CH:18]=[CH:19][C:20]([O:23][CH2:24][C:36]3[CH:37]=[CH:38][C:39]4[C:40](=[CH:13][CH:9]=[CH:10][CH:11]=4)[N:35]=3)=[CH:21][CH:22]=2)=[C:9]1[C:38]1[CH:39]=[CH:40][N:35]=[CH:36][CH:37]=1. The yield is 0.760. (9) The catalyst is C(#N)C. The yield is 0.820. The reactants are Cl.[F:2][C@@H:3]1[CH2:7][NH:6][C@H:5]([C:8]([O:10]C)=O)[CH2:4]1.C([N:15](C(C)C)CC)(C)C.ON1C2C=CC=CC=2N=N1.[C:31]([OH:35])(=O)[CH2:32][OH:33].Cl.C(N=C=NCCCN(C)C)C. The product is [F:2][C@@H:3]1[CH2:7][N:6]([C:31](=[O:35])[CH2:32][OH:33])[C@H:5]([C:8]([NH2:15])=[O:10])[CH2:4]1.